Dataset: Forward reaction prediction with 1.9M reactions from USPTO patents (1976-2016). Task: Predict the product of the given reaction. (1) Given the reactants [CH:1]([C:4]1[CH:5]=[C:6]([OH:12])[CH:7]=[CH:8][C:9]=1[O:10][CH3:11])([CH3:3])[CH3:2].C[Si]([N-][Si](C)(C)C)(C)C.[K+].[Br:23][C:24]1[CH:29]=[C:28]([N+:30]([O-:32])=[O:31])[CH:27]=[C:26]([Br:33])[C:25]=1I.C(=O)(O)[O-].[Na+], predict the reaction product. The product is: [Br:23][C:24]1[CH:29]=[C:28]([N+:30]([O-:32])=[O:31])[CH:27]=[C:26]([Br:33])[C:25]=1[O:12][C:6]1[CH:7]=[CH:8][C:9]([O:10][CH3:11])=[C:4]([CH:1]([CH3:3])[CH3:2])[CH:5]=1. (2) Given the reactants [C:1]1([CH:7]([C:30]2[CH:35]=[CH:34][CH:33]=[CH:32][CH:31]=2)[N:8]2[C:16]3[C:11](=[CH:12][CH:13]=[CH:14][CH:15]=3)[CH:10]([C:17]3[C:27]([OH:28])=[CH:26][C:20]4[N:21]([CH3:25])[C:22](=[O:24])[O:23][C:19]=4[CH:18]=3)[C:9]2=[O:29])[CH:6]=[CH:5][CH:4]=[CH:3][CH:2]=1.[C:36]1(C(C2C=CC=CC=2)N2C3C(=CC=CC=3)C(C3C=C(C)C(OC)=CC=3O)C2=O)C=CC=CC=1, predict the reaction product. The product is: [C:30]1([CH:7]([C:1]2[CH:2]=[CH:3][CH:4]=[CH:5][CH:6]=2)[N:8]2[C:16]3[C:11](=[CH:12][CH:13]=[CH:14][CH:15]=3)[C:10]3([C:17]4=[CH:18][C:19]5[O:23][C:22](=[O:24])[N:21]([CH3:25])[C:20]=5[CH:26]=[C:27]4[O:28][CH2:36]3)[C:9]2=[O:29])[CH:31]=[CH:32][CH:33]=[CH:34][CH:35]=1. (3) Given the reactants [O:1]=[S:2]1[C:8]2[CH:9]=[CH:10][CH:11]=[CH:12][C:7]=2[CH2:6][N:5]([C:13]2[NH:14][C:15](=O)[C:16]3[S:21][C:20]([CH3:22])=[CH:19][C:17]=3[N:18]=2)[CH2:4][CH2:3]1.[F:24][CH:25]([CH2:28][NH2:29])[CH2:26][NH2:27], predict the reaction product. The product is: [F:24][CH:25]([CH2:28][NH2:29])[CH2:26][NH:27][C:15]1[C:16]2[S:21][C:20]([CH3:22])=[CH:19][C:17]=2[N:18]=[C:13]([N:5]2[CH2:6][C:7]3[CH:12]=[CH:11][CH:10]=[CH:9][C:8]=3[S:2](=[O:1])[CH2:3][CH2:4]2)[N:14]=1. (4) Given the reactants [NH2:1][C:2](=O)[CH2:3][N:4]1[C:9](=[N:10]S(C2C=CC(C)=CC=2)(=O)=O)[CH:8]=[CH:7][C:6]([O:21][C:22]2[CH:23]=[C:24]([NH:28][C:29]([C:31]3[CH:36]=[CH:35][CH:34]=[C:33]([CH3:37])[N:32]=3)=[O:30])[CH:25]=[CH:26][CH:27]=2)=[CH:5]1.FC(F)(F)C(OC(=O)C(F)(F)F)=O, predict the reaction product. The product is: [NH2:1][C:2]1[N:10]=[C:9]2[CH:8]=[CH:7][C:6]([O:21][C:22]3[CH:23]=[C:24]([NH:28][C:29]([C:31]4[CH:36]=[CH:35][CH:34]=[C:33]([CH3:37])[N:32]=4)=[O:30])[CH:25]=[CH:26][CH:27]=3)=[CH:5][N:4]2[CH:3]=1. (5) Given the reactants [F:1][C:2]1[CH:3]=[C:4]2[C:8](=[CH:9][CH:10]=1)[N:7]([CH2:11][C:12]1[CH:17]=[CH:16][CH:15]=[C:14]([F:18])[CH:13]=1)[C:6]([C:19](O)=[O:20])=[CH:5]2.Cl.[NH2:23][C:24]1[CH:33]=[C:32]2[C:27]([CH:28]=[CH:29][CH:30]=[N:31]2)=[CH:26][CH:25]=1.C(N(C(C)C)CC)(C)C.O, predict the reaction product. The product is: [N:31]1[C:32]2[C:27](=[CH:26][CH:25]=[C:24]([NH:23][C:19]([C:6]3[N:7]([CH2:11][C:12]4[CH:17]=[CH:16][CH:15]=[C:14]([F:18])[CH:13]=4)[C:8]4[C:4]([CH:5]=3)=[CH:3][C:2]([F:1])=[CH:10][CH:9]=4)=[O:20])[CH:33]=2)[CH:28]=[CH:29][CH:30]=1. (6) Given the reactants [F:1][C:2]([F:10])([F:9])[CH:3]1[CH2:5][CH:4]1[C:6](O)=[O:7].[CH:11]1([CH2:14][CH2:15][NH:16][C:17]([C:19]2[N:20]=[N:21][C:22]([N:25]3[CH2:30][CH2:29][NH:28][CH2:27][CH2:26]3)=[CH:23][CH:24]=2)=[O:18])[CH2:13][CH2:12]1, predict the reaction product. The product is: [CH:11]1([CH2:14][CH2:15][NH:16][C:17]([C:19]2[N:20]=[N:21][C:22]([N:25]3[CH2:30][CH2:29][N:28]([C:6]([CH:4]4[CH2:5][CH:3]4[C:2]([F:10])([F:9])[F:1])=[O:7])[CH2:27][CH2:26]3)=[CH:23][CH:24]=2)=[O:18])[CH2:13][CH2:12]1. (7) Given the reactants [CH3:1][C:2]1([C:8]([C:10]2[C:18]3[C:13](=[N:14][CH:15]=[C:16]([C:19]4[CH:24]=[CH:23][CH:22]=[C:21]([N:25]5[CH2:30][CH2:29][NH:28][CH2:27][CH2:26]5)[CH:20]=4)[N:17]=3)[NH:12][CH:11]=2)=[O:9])[CH2:7][CH2:6][CH2:5][CH2:4][CH2:3]1.N1(O)C2C=CC=CC=2N=N1.[C:41]([CH2:43][C:44](O)=[O:45])#[N:42].Cl.CN(C)CCCN=C=NCC, predict the reaction product. The product is: [CH3:1][C:2]1([C:8]([C:10]2[C:18]3[C:13](=[N:14][CH:15]=[C:16]([C:19]4[CH:20]=[C:21]([N:25]5[CH2:30][CH2:29][N:28]([C:44](=[O:45])[CH2:43][C:41]#[N:42])[CH2:27][CH2:26]5)[CH:22]=[CH:23][CH:24]=4)[N:17]=3)[NH:12][CH:11]=2)=[O:9])[CH2:7][CH2:6][CH2:5][CH2:4][CH2:3]1.